Dataset: Retrosynthesis with 50K atom-mapped reactions and 10 reaction types from USPTO. Task: Predict the reactants needed to synthesize the given product. (1) Given the product CC(C)Oc1ccc(S(C)(=O)=O)cc1C(=O)N1CCN(c2ncc(S(=O)(=O)c3ccccn3)s2)CC1, predict the reactants needed to synthesize it. The reactants are: CC(C)Oc1ccc(S(C)(=O)=O)cc1C(=O)O.O=S(=O)(c1ccccn1)c1cnc(N2CCNCC2)s1. (2) Given the product O=C1CCC(=O)N1CC1CCN(c2ccnc(C(F)(F)F)n2)CC1, predict the reactants needed to synthesize it. The reactants are: FC(F)(F)c1nccc(Cl)n1.O=C1CCC(=O)N1CC1CCNCC1. (3) Given the product C=CCCC=C(C)CCC=C(C)C, predict the reactants needed to synthesize it. The reactants are: C=CCCl.CC(C)=CCC/C(C)=C/CCl. (4) Given the product COc1cc(CCNCC2CC2)cc(OC)c1OC, predict the reactants needed to synthesize it. The reactants are: COc1cc(CCN)cc(OC)c1OC.O=CC1CC1. (5) Given the product O=[N+]([O-])c1ccc(-c2ccc(Cn3cc4nc(-c5cccc(F)c5F)nc-4cn3)cn2)c(C(F)(F)F)c1, predict the reactants needed to synthesize it. The reactants are: Fc1cccc(-c2nc3cn[nH]cc-3n2)c1F.O=[N+]([O-])c1ccc(-c2ccc(CBr)cn2)c(C(F)(F)F)c1. (6) Given the product c1cc2c(c(-c3ccsc3)c1)OCCNC2, predict the reactants needed to synthesize it. The reactants are: CC(C)(C)OC(=O)N1CCOc2c(cccc2-c2ccsc2)C1. (7) Given the product COC(=O)c1sc(CO)cc1-c1ccccc1, predict the reactants needed to synthesize it. The reactants are: COC(=O)c1sc(CO[Si](C)(C)C(C)(C)C)cc1-c1ccccc1. (8) Given the product O=Cc1ccc(F)c([N+](=O)[O-])c1, predict the reactants needed to synthesize it. The reactants are: O=[N+]([O-])c1cc(CO)ccc1F. (9) The reactants are: CC(C)CN.CCOC(=O)N1CCCC(N2CCC(C(=O)O)CC2)CC1. Given the product CCOC(=O)N1CCCC(N2CCC(C(=O)NCC(C)C)CC2)CC1, predict the reactants needed to synthesize it.